Task: Predict which catalyst facilitates the given reaction.. Dataset: Catalyst prediction with 721,799 reactions and 888 catalyst types from USPTO (1) The catalyst class is: 6. Product: [CH3:19][O:20][C:21]1[CH:28]=[CH:27][C:24]([CH2:25][O:1][C:2]2[CH:3]=[CH:4][C:5]([CH2:8][NH:9][C:10](=[O:18])[C:11]3[CH:16]=[CH:15][CH:14]=[N:13][C:12]=3[NH2:17])=[CH:6][CH:7]=2)=[CH:23][CH:22]=1. Reactant: [OH:1][C:2]1[CH:7]=[CH:6][C:5]([CH2:8][NH:9][C:10](=[O:18])[C:11]2[CH:16]=[CH:15][CH:14]=[N:13][C:12]=2[NH2:17])=[CH:4][CH:3]=1.[CH3:19][O:20][C:21]1[CH:28]=[CH:27][C:24]([CH2:25]Cl)=[CH:23][CH:22]=1.C(=O)([O-])[O-].[Cs+].[Cs+].CN(C=O)C. (2) Reactant: [N:1]1[CH:6]=[CH:5][C:4](B(O)O)=[CH:3][CH:2]=1.Br[C:11]1[O:15][C:14]([C:16]2[CH:21]=[CH:20][C:19]([F:22])=[CH:18][CH:17]=2)=[N:13][C:12]=1[C:23]1[CH:24]=[C:25]([O:30][CH3:31])[C:26]([NH2:29])=[N:27][CH:28]=1.C([O-])([O-])=O.[Na+].[Na+]. Product: [F:22][C:19]1[CH:20]=[CH:21][C:16]([C:14]2[O:15][C:11]([C:4]3[CH:5]=[CH:6][N:1]=[CH:2][CH:3]=3)=[C:12]([C:23]3[CH:24]=[C:25]([O:30][CH3:31])[C:26]([NH2:29])=[N:27][CH:28]=3)[N:13]=2)=[CH:17][CH:18]=1. The catalyst class is: 104. (3) Reactant: [NH2:1][CH2:2][CH2:3][CH2:4][CH2:5][N:6]1[C:14]([S:15][C:16]2[C:24]([I:25])=[CH:23][C:19]3[O:20][CH2:21][O:22][C:18]=3[CH:17]=2)=[N:13][C:12]2[C:7]1=[N:8][CH:9]=[N:10][C:11]=2[NH2:26].ON1C(=O)C2C=CC=CC=2N=N1.C(N=C=NC(C)C)(C)C.C(N1CCOCC1)C.[N+:56]([C:59]1[C:67]2[C:63](=[N:64][O:65][N:66]=2)[C:62]([NH:68][CH2:69][CH2:70][CH2:71][CH2:72][CH2:73][C:74](O)=[O:75])=[CH:61][CH:60]=1)([O-:58])=[O:57]. Product: [NH2:26][C:11]1[N:10]=[CH:9][N:8]=[C:7]2[C:12]=1[N:13]=[C:14]([S:15][C:16]1[C:24]([I:25])=[CH:23][C:19]3[O:20][CH2:21][O:22][C:18]=3[CH:17]=1)[N:6]2[CH2:5][CH2:4][CH2:3][CH2:2][NH:1][C:74](=[O:75])[CH2:73][CH2:72][CH2:71][CH2:70][CH2:69][NH:68][C:62]1[C:63]2=[N:64][O:65][N:66]=[C:67]2[C:59]([N+:56]([O-:58])=[O:57])=[CH:60][CH:61]=1. The catalyst class is: 3. (4) Product: [Br:10][C:11]1[CH:18]=[CH:17][CH:16]=[CH:15][C:12]=1[CH:13]1[C:2]([C:1]([O:7][CH2:8][CH3:9])=[O:6])=[C:3]([CH3:5])[NH:19][C:3]([CH3:5])=[C:2]1[C:1]([O:7][CH2:8][CH3:9])=[O:20]. The catalyst class is: 14. Reactant: [C:1]([O:7][CH2:8][CH3:9])(=[O:6])[CH2:2][C:3]([CH3:5])=O.[Br:10][C:11]1[CH:18]=[CH:17][CH:16]=[CH:15][C:12]=1[CH:13]=O.[NH4+:19].[OH-:20]. (5) Reactant: [C:1]([O:5][C:6](=[O:36])[NH:7][C:8]1([C:12]2[CH:17]=[CH:16][C:15]([C:18]3[C:27]([C:28]4[CH:33]=[CH:32][CH:31]=[CH:30][CH:29]=4)=[CH:26][C:25]4[C:20](=[CH:21][CH:22]=[N:23][C:24]=4[NH:34][NH2:35])[N:19]=3)=[CH:14][CH:13]=2)[CH2:11][CH2:10][CH2:9]1)([CH3:4])([CH3:3])[CH3:2].[C:37](N1C=CN=C1)(N1C=CN=C1)=[O:38].C(=O)(O)[O-].[Na+].C(OCC)(=O)C. Product: [C:1]([O:5][C:6](=[O:36])[NH:7][C:8]1([C:12]2[CH:13]=[CH:14][C:15]([C:18]3[C:27]([C:28]4[CH:29]=[CH:30][CH:31]=[CH:32][CH:33]=4)=[CH:26][C:25]4[C:24]5=[N:34][N:35]=[C:37]([OH:38])[N:23]5[CH:22]=[CH:21][C:20]=4[N:19]=3)=[CH:16][CH:17]=2)[CH2:11][CH2:10][CH2:9]1)([CH3:4])([CH3:2])[CH3:3]. The catalyst class is: 12.